From a dataset of Forward reaction prediction with 1.9M reactions from USPTO patents (1976-2016). Predict the product of the given reaction. (1) Given the reactants C1(P(C2CCCCC2)C2C=CC=CC=2C2C=CC=CC=2N(C)C)CCCCC1.[NH:29]1[CH2:33][CH2:32][CH2:31][CH2:30]1.[Li+].C[Si]([N-][Si](C)(C)C)(C)C.Br[C:45]1[CH:46]=[CH:47][C:48]2[S:52][C:51]([S:53]([NH:56][C:57]3[CH:62]=[CH:61][CH:60]=[C:59]([C:63]4[NH:67][N:66]=[N:65][N:64]=4)[CH:58]=3)(=[O:55])=[O:54])=[C:50]([CH3:68])[C:49]=2[CH:69]=1.Cl.[OH-].[Na+], predict the reaction product. The product is: [CH3:68][C:50]1[C:49]2[CH:69]=[C:45]([N:29]3[CH2:33][CH2:32][CH2:31][CH2:30]3)[CH:46]=[CH:47][C:48]=2[S:52][C:51]=1[S:53]([NH:56][C:57]1[CH:62]=[CH:61][CH:60]=[C:59]([C:63]2[NH:64][N:65]=[N:66][N:67]=2)[CH:58]=1)(=[O:55])=[O:54]. (2) Given the reactants Br[C:2]1[CH:3]=[N:4][C:5]([Cl:12])=[C:6]([CH:11]=1)[C:7]([O:9][CH3:10])=[O:8].[O-]P([O-])([O-])=O.[K+].[K+].[K+].[CH3:21]B(O)O.C1(P(C2CCCCC2)C2CCCCC2)CCCCC1, predict the reaction product. The product is: [Cl:12][C:5]1[N:4]=[CH:3][C:2]([CH3:21])=[CH:11][C:6]=1[C:7]([O:9][CH3:10])=[O:8]. (3) Given the reactants [CH2:1]([O:8][C:9]1[CH:10]=[C:11]2[C:16](=[CH:17][CH:18]=1)[C:15](=[O:19])[N:14]([CH2:20][CH:21]([CH3:23])[CH3:22])[C:13]([CH2:24]O)=[C:12]2[O:26][CH2:27][CH2:28][CH2:29][C:30]([F:33])([F:32])[F:31])[C:2]1[CH:7]=[CH:6][CH:5]=[CH:4][CH:3]=1.S(Cl)([Cl:36])=O.C(=O)([O-])O.[Na+], predict the reaction product. The product is: [CH2:1]([O:8][C:9]1[CH:10]=[C:11]2[C:16](=[CH:17][CH:18]=1)[C:15](=[O:19])[N:14]([CH2:20][CH:21]([CH3:23])[CH3:22])[C:13]([CH2:24][Cl:36])=[C:12]2[O:26][CH2:27][CH2:28][CH2:29][C:30]([F:33])([F:32])[F:31])[C:2]1[CH:7]=[CH:6][CH:5]=[CH:4][CH:3]=1. (4) Given the reactants [OH:1][C:2]([C:5]1[N:6]=[C:7]([CH2:13][CH2:14][CH3:15])[NH:8][C:9]=1[C:10]([OH:12])=[O:11])([CH3:4])[CH3:3].S(=O)(=O)(O)O.[CH2:21](O)[CH3:22], predict the reaction product. The product is: [OH:1][C:2]([C:5]1[N:6]=[C:7]([CH2:13][CH2:14][CH3:15])[NH:8][C:9]=1[C:10]([O:12][CH2:21][CH3:22])=[O:11])([CH3:4])[CH3:3]. (5) Given the reactants [Cl:1][C:2]1[CH:3]=[C:4]([C@@H:9]2[CH2:18][CH2:17][C:16](O)([CH:19]([CH3:21])[CH3:20])[C:15]3[CH:14]=[C:13]([C:23]([NH2:25])=[O:24])[CH:12]=[CH:11][C:10]2=3)[CH:5]=[CH:6][C:7]=1[Cl:8], predict the reaction product. The product is: [Cl:1][C:2]1[CH:3]=[C:4]([C@@H:9]2[CH2:18][CH:17]=[C:16]([CH:19]([CH3:20])[CH3:21])[C:15]3[CH:14]=[C:13]([C:23]([NH2:25])=[O:24])[CH:12]=[CH:11][C:10]2=3)[CH:5]=[CH:6][C:7]=1[Cl:8]. (6) Given the reactants [F:1][CH:2]([F:44])[C:3]1[N:7]([C:8]2[N:13]=[C:12]([N:14]3[CH2:19][CH2:18][O:17][CH2:16][CH2:15]3)[N:11]=[C:10]([N:20]([CH2:34][CH2:35][CH2:36][N:37]([CH3:39])[CH3:38])[CH:21]3[CH2:26][CH2:25][N:24](C(OC(C)(C)C)=O)[CH2:23][CH2:22]3)[N:9]=2)[C:6]2[CH:40]=[CH:41][CH:42]=[CH:43][C:5]=2[N:4]=1.C(O)(C(F)(F)F)=O, predict the reaction product. The product is: [F:44][CH:2]([F:1])[C:3]1[N:7]([C:8]2[N:13]=[C:12]([N:14]3[CH2:15][CH2:16][O:17][CH2:18][CH2:19]3)[N:11]=[C:10]([N:20]([CH:21]3[CH2:26][CH2:25][NH:24][CH2:23][CH2:22]3)[CH2:34][CH2:35][CH2:36][N:37]([CH3:39])[CH3:38])[N:9]=2)[C:6]2[CH:40]=[CH:41][CH:42]=[CH:43][C:5]=2[N:4]=1. (7) Given the reactants [Br:1][C:2]1[CH:7]=[CH:6][C:5]([C:8]2[CH:16]=[CH:15][CH:14]=[C:13]3[C:9]=2[CH2:10][C:11](=[O:17])[NH:12]3)=[CH:4][CH:3]=1.[CH3:18][C:19]1[C:23]([C:24]([N:26]2[CH2:31][CH2:30][N:29]([CH3:32])[CH2:28][CH2:27]2)=[O:25])=[CH:22][NH:21][C:20]=1[CH:33]=O, predict the reaction product. The product is: [Br:1][C:2]1[CH:3]=[CH:4][C:5]([C:8]2[CH:16]=[CH:15][CH:14]=[C:13]3[C:9]=2[C:10](=[CH:33][C:20]2[NH:21][CH:22]=[C:23]([C:24]([N:26]4[CH2:27][CH2:28][N:29]([CH3:32])[CH2:30][CH2:31]4)=[O:25])[C:19]=2[CH3:18])[C:11](=[O:17])[NH:12]3)=[CH:6][CH:7]=1. (8) Given the reactants [CH2:1]([O:4][C:5]1[CH:10]=[CH:9][C:8]([CH2:11]O)=[CH:7][CH:6]=1)[CH:2]=[CH2:3].O=S(Cl)[Cl:15], predict the reaction product. The product is: [CH2:1]([O:4][C:5]1[CH:10]=[CH:9][C:8]([CH2:11][Cl:15])=[CH:7][CH:6]=1)[CH:2]=[CH2:3]. (9) Given the reactants [NH2:1][C@H:2]([C:7]([OH:9])=[O:8])[CH2:3][CH2:4]SC.[CH:10]1C(C(O)=O)=CC=C(N)[CH:11]=1.N[C@H](C(O)=O)CC1C=CC=CC=1.N1CCC[C@H]1C(O)=O, predict the reaction product. The product is: [NH2:1][C@H:2]([C:7]([OH:9])=[O:8])[C@H:3]([CH2:10][CH3:11])[CH3:4]. (10) Given the reactants [C:1]([N:9](C)[C:10](=[O:45])[C:11]1[CH:16]=[C:15]([O:17][C:18]2[CH:19]=[C:20]3[C:25](=[CH:26][CH:27]=2)[N:24]=[C:23]([N:28](C(=O)C2C=CC=CC=2)[C:29](=[O:36])[C:30]2[CH:35]=[CH:34][CH:33]=[CH:32][CH:31]=2)[N:22]=[CH:21]3)[CH:14]=[CH:13][N:12]=1)(=O)C1C=CC=CC=1.[OH-].[Na+], predict the reaction product. The product is: [C:29]([NH:28][C:23]1[N:22]=[CH:21][C:20]2[C:25](=[CH:26][CH:27]=[C:18]([O:17][C:15]3[CH:14]=[CH:13][N:12]=[C:11]([C:10]([NH:9][CH3:1])=[O:45])[CH:16]=3)[CH:19]=2)[N:24]=1)(=[O:36])[C:30]1[CH:35]=[CH:34][CH:33]=[CH:32][CH:31]=1.